From a dataset of Forward reaction prediction with 1.9M reactions from USPTO patents (1976-2016). Predict the product of the given reaction. (1) Given the reactants [NH2:1][C:2]1[C:7]([C:8]([C:10]2[CH:15]=[C:14]([F:16])[CH:13]=[CH:12][C:11]=2[O:17][CH3:18])=[O:9])=[CH:6][N:5]=[C:4]([NH:19][CH:20]2[CH2:25][CH2:24][N:23]([S:26]([CH2:29][CH2:30][CH2:31]Cl)(=[O:28])=[O:27])[CH2:22][CH2:21]2)[N:3]=1.[NH2:33][C@H:34]([CH2:37][CH3:38])[CH2:35][OH:36], predict the reaction product. The product is: [NH2:1][C:2]1[C:7]([C:8]([C:10]2[CH:15]=[C:14]([F:16])[CH:13]=[CH:12][C:11]=2[O:17][CH3:18])=[O:9])=[CH:6][N:5]=[C:4]([NH:19][CH:20]2[CH2:25][CH2:24][N:23]([S:26]([CH2:29][CH2:30][CH2:31][NH:33][C@@H:34]([CH2:35][OH:36])[CH2:37][CH3:38])(=[O:28])=[O:27])[CH2:22][CH2:21]2)[N:3]=1. (2) Given the reactants [CH2:1]([N:4]1[CH2:14][CH:13]2[O:15][CH:6]([C:7]3[C:12]2=[CH:11][C:10]([NH2:16])=[CH:9][CH:8]=3)[CH2:5]1)[C:2]#[CH:3].Cl[C:18]1[N:23]=[C:22]([NH:24][C:25]2[CH:34]=[CH:33][CH:32]=[CH:31][C:26]=2[C:27]([NH:29][CH3:30])=[O:28])[C:21]([Cl:35])=[CH:20][N:19]=1.Cl, predict the reaction product. The product is: [Cl:35][C:21]1[C:22]([NH:24][C:25]2[CH:34]=[CH:33][CH:32]=[CH:31][C:26]=2[C:27]([NH:29][CH3:30])=[O:28])=[N:23][C:18]([NH:16][C:10]2[CH:11]=[C:12]3[C:7](=[CH:8][CH:9]=2)[CH:6]2[O:15][CH:13]3[CH2:14][N:4]([CH2:1][C:2]#[CH:3])[CH2:5]2)=[N:19][CH:20]=1. (3) Given the reactants [Cl:1][C:2]1[CH:3]=[C:4]([C:9]([C:12]2[N:16]([C:17]3[CH:22]=[CH:21][C:20]([F:23])=[C:19]([O:24][CH3:25])[CH:18]=3)[C:15]([S:26][CH2:27][C:28]3[C:36]([F:37])=[CH:35][C:31]([C:32](O)=[O:33])=[CH:30][C:29]=3[F:38])=[N:14][CH:13]=2)([CH3:11])[CH3:10])[CH:5]=[CH:6][C:7]=1[Cl:8].Cl.[CH3:40][O:41][C:42](=[O:46])[CH2:43][CH2:44][NH2:45].CCN(CC)CC.CN(C(ON1N=NC2C=CC=NC1=2)=[N+](C)C)C.F[P-](F)(F)(F)(F)F, predict the reaction product. The product is: [Cl:1][C:2]1[CH:3]=[C:4]([C:9]([C:12]2[N:16]([C:17]3[CH:22]=[CH:21][C:20]([F:23])=[C:19]([O:24][CH3:25])[CH:18]=3)[C:15]([S:26][CH2:27][C:28]3[C:36]([F:37])=[CH:35][C:31]([C:32]([NH:45][CH2:44][CH2:43][C:42]([O:41][CH3:40])=[O:46])=[O:33])=[CH:30][C:29]=3[F:38])=[N:14][CH:13]=2)([CH3:11])[CH3:10])[CH:5]=[CH:6][C:7]=1[Cl:8]. (4) Given the reactants [C-]#N.[Na+].Br[C:5]1[CH:10]=[CH:9][CH:8]=[CH:7][C:6]=1[C:11]1[CH:16]=[CH:15][CH:14]=[CH:13][CH:12]=1.[CH3:17][NH:18]CCNC.[OH-].[NH4+], predict the reaction product. The product is: [C:6]1([C:11]2[CH:16]=[CH:15][CH:14]=[CH:13][CH:12]=2)[C:5]([C:17]#[N:18])=[CH:10][CH:9]=[CH:8][CH:7]=1. (5) Given the reactants [Cl:1][C:2]1[CH:7]=[CH:6][C:5]([C:8]2[O:9][C:10]3[C:16]([C:17]([OH:19])=O)=[CH:15][CH:14]=[CH:13][C:11]=3[N:12]=2)=[CH:4][CH:3]=1.Cl.Cl.[NH2:22][CH:23]1[CH:28]2[CH2:29][CH2:30][N:25]([CH2:26][CH2:27]2)[CH2:24]1, predict the reaction product. The product is: [N:25]12[CH2:30][CH2:29][CH:28]([CH2:27][CH2:26]1)[CH:23]([NH:22][C:17]([C:16]1[C:10]3[O:9][C:8]([C:5]4[CH:4]=[CH:3][C:2]([Cl:1])=[CH:7][CH:6]=4)=[N:12][C:11]=3[CH:13]=[CH:14][CH:15]=1)=[O:19])[CH2:24]2.